Dataset: Forward reaction prediction with 1.9M reactions from USPTO patents (1976-2016). Task: Predict the product of the given reaction. (1) Given the reactants [CH2:1]([O:5][C:6]1[C:15]2[C:10](=[CH:11][CH:12]=[C:13]([CH:16]=[C:17]3[S:21][C:20](SC)=[N:19][C:18]3=[O:24])[CH:14]=2)C=[CH:8][C:7]=1[C:25]#[N:26])[CH2:2][CH2:3][CH3:4].[CH:27]1([NH2:30])[CH2:29][CH2:28]1.C([N:34](C(C)C)CC)(C)C, predict the reaction product. The product is: [CH2:1]([O:5][C:6]1[C:15]2[C:10](=[CH:11][CH:12]=[C:13](/[CH:16]=[C:17]3/[C:18](=[O:24])[N:19]=[C:20]([NH:30][CH:27]4[CH2:29][CH2:28]4)[S:21]/3)[CH:14]=2)[N:26]=[CH:25][C:7]=1[C:8]#[N:34])[CH2:2][CH2:3][CH3:4]. (2) Given the reactants [C:1]([C:5]1[CH:10]=[CH:9][C:8]([C:11]2[CH:16]=[C:15](Cl)[N:14]=[N:13][C:12]=2[C:18]2[CH:23]=[CH:22][CH:21]=[CH:20][CH:19]=2)=[CH:7][CH:6]=1)([CH3:4])([CH3:3])[CH3:2].[NH2:24][C:25]1[CH:26]=[C:27]2[C:31](=[CH:32][CH:33]=1)[NH:30][CH:29]=[CH:28]2, predict the reaction product. The product is: [C:1]([C:5]1[CH:10]=[CH:9][C:8]([C:11]2[CH:16]=[C:15]([NH:24][C:25]3[CH:26]=[C:27]4[C:31](=[CH:32][CH:33]=3)[NH:30][CH:29]=[CH:28]4)[N:14]=[N:13][C:12]=2[C:18]2[CH:23]=[CH:22][CH:21]=[CH:20][CH:19]=2)=[CH:7][CH:6]=1)([CH3:4])([CH3:3])[CH3:2]. (3) Given the reactants [F:1][C:2]1[CH:7]=[CH:6][C:5]([CH2:8][C:9]([OH:11])=O)=[CH:4][CH:3]=1.[CH3:12][O:13][C:14]1[CH:15]=[C:16]([CH2:22][CH2:23][NH2:24])[CH:17]=[CH:18][C:19]=1[O:20][CH3:21], predict the reaction product. The product is: [CH3:12][O:13][C:14]1[CH:15]=[C:16]([CH2:22][CH2:23][NH:24][C:9](=[O:11])[CH2:8][C:5]2[CH:4]=[CH:3][C:2]([F:1])=[CH:7][CH:6]=2)[CH:17]=[CH:18][C:19]=1[O:20][CH3:21].